This data is from Forward reaction prediction with 1.9M reactions from USPTO patents (1976-2016). The task is: Predict the product of the given reaction. (1) The product is: [Cl:1][C:2]1[CH:3]=[C:4]([CH:8]([C:12]2([OH:18])[CH2:17][CH2:16][CH2:15][CH2:14][CH2:13]2)[C:9]([NH:25][CH:19]2[CH2:24][CH2:23][CH2:22][CH2:21][CH2:20]2)=[O:11])[CH:5]=[CH:6][CH:7]=1. Given the reactants [Cl:1][C:2]1[CH:3]=[C:4]([CH:8]([C:12]2([OH:18])[CH2:17][CH2:16][CH2:15][CH2:14][CH2:13]2)[C:9]([OH:11])=O)[CH:5]=[CH:6][CH:7]=1.[CH:19]1([NH2:25])[CH2:24][CH2:23][CH2:22][CH2:21][CH2:20]1, predict the reaction product. (2) Given the reactants [Br:1][C:2]1[CH:3]=[CH:4][C:5]([CH3:12])=[C:6]2[C:11]=1[N:10]=[CH:9][CH:8]=[CH:7]2.BrN1C(=O)CCC1=O.N(C(C)(C)C#N)=NC(C)(C)C#N.[C:33]([O-:36])(=[O:35])[CH3:34].[Na+], predict the reaction product. The product is: [C:33]([O:36][CH2:12][C:5]1[CH:4]=[CH:3][C:2]([Br:1])=[C:11]2[C:6]=1[CH:7]=[CH:8][CH:9]=[N:10]2)(=[O:35])[CH3:34]. (3) Given the reactants C([O:8][C:9]1[CH:20]=[CH:19][C:12]2[C:13](=O)[C:14]([CH3:17])([CH3:16])[O:15][C:11]=2[CH:10]=1)C1C=CC=CC=1.[H][H], predict the reaction product. The product is: [CH3:16][C:14]1([CH3:17])[CH2:13][C:12]2[CH:19]=[CH:20][C:9]([OH:8])=[CH:10][C:11]=2[O:15]1. (4) Given the reactants C(=O)([O-])[O-].[Cs+].[Cs+].C1(C)C=CC=CC=1.Br[C:15]1[CH:16]=[C:17]2[C:21](=[C:22]([Cl:24])[CH:23]=1)[C:20](=[O:25])[N:19]([CH2:26][C:27]1[CH:32]=[CH:31][C:30]([O:33][C:34]([F:37])([F:36])[F:35])=[CH:29][CH:28]=1)[CH2:18]2.[CH3:38][O:39][C:40]1[CH:47]=[CH:46][C:43]([CH2:44][OH:45])=[CH:42][CH:41]=1, predict the reaction product. The product is: [Cl:24][C:22]1[CH:23]=[C:15]([O:45][CH2:44][C:43]2[CH:46]=[CH:47][C:40]([O:39][CH3:38])=[CH:41][CH:42]=2)[CH:16]=[C:17]2[C:21]=1[C:20](=[O:25])[N:19]([CH2:26][C:27]1[CH:32]=[CH:31][C:30]([O:33][C:34]([F:37])([F:36])[F:35])=[CH:29][CH:28]=1)[CH2:18]2. (5) Given the reactants [CH3:1][S:2]([NH:5][CH2:6][CH2:7][NH:8]C(=O)OC(C)(C)C)(=[O:4])=[O:3].[ClH:16].O1CCOCC1.C(OCC)(=O)C, predict the reaction product. The product is: [ClH:16].[ClH:16].[NH2:8][CH2:7][CH2:6][NH:5][S:2]([CH3:1])(=[O:4])=[O:3]. (6) Given the reactants C[Si]([N-][Si](C)(C)C)(C)C.[Li+].[CH3:11][CH:12]([CH2:14][C:15](=[O:19])[CH2:16][CH2:17][CH3:18])[CH3:13].[C:20](OCC)(=[O:26])[C:21]([O:23][CH2:24][CH3:25])=[O:22].Cl, predict the reaction product. The product is: [CH2:17](/[C:16](/[C:15](=[O:19])[CH2:14][CH:12]([CH3:13])[CH3:11])=[C:20](/[OH:26])\[C:21]([O:23][CH2:24][CH3:25])=[O:22])[CH3:18].